This data is from Catalyst prediction with 721,799 reactions and 888 catalyst types from USPTO. The task is: Predict which catalyst facilitates the given reaction. (1) Reactant: C([Si](C)(C)[O:6][CH2:7][CH2:8][N:9]([C:33]#[N:34])[C:10]1[CH:15]=[CH:14][C:13]([NH:16][C:17]([C:19]2[C:20]([NH:24][C:25]([C:27]3[S:28][C:29]([Cl:32])=[CH:30][CH:31]=3)=[O:26])=[CH:21][S:22][CH:23]=2)=[O:18])=[CH:12][CH:11]=1)(C)(C)C.[CH3:37][S:38]([OH:41])(=[O:40])=[O:39]. Product: [CH3:37][S:38]([OH:41])(=[O:40])=[O:39].[Cl:32][C:29]1[S:28][C:27]([C:25]([NH:24][C:20]2[C:19]([C:17]([NH:16][C:13]3[CH:14]=[CH:15][C:10]([N:9]4[CH2:8][CH2:7][O:6][C:33]4=[NH:34])=[CH:11][CH:12]=3)=[O:18])=[CH:23][S:22][CH:21]=2)=[O:26])=[CH:31][CH:30]=1. The catalyst class is: 27. (2) Reactant: [NH2:1][C:2]1[CH:9]=[CH:8][CH:7]=[CH:6][C:3]=1[CH2:4][OH:5].C(N(CC)CC)C.[F:17][C:18]([F:31])([F:30])[S:19](O[S:19]([C:18]([F:31])([F:30])[F:17])(=[O:21])=[O:20])(=[O:21])=[O:20].O. Product: [F:17][C:18]([F:31])([F:30])[S:19]([NH:1][C:2]1[CH:9]=[CH:8][CH:7]=[CH:6][C:3]=1[CH2:4][OH:5])(=[O:21])=[O:20]. The catalyst class is: 22. (3) Reactant: [CH3:1][C:2]1[N:7]=[C:6]([NH2:8])[C:5]([CH3:9])=[CH:4][N:3]=1.[C:10]1([CH3:23])[CH:15]=[C:14]([CH3:16])[CH:13]=[C:12]([CH3:17])[C:11]=1[S:18]([O:21][NH2:22])(=[O:20])=[O:19]. Product: [NH2:22][N:7]1[C:6](=[NH2+:8])[C:5]([CH3:9])=[CH:4][N:3]=[C:2]1[CH3:1].[CH3:17][C:12]1[CH:13]=[C:14]([CH3:16])[CH:15]=[C:10]([CH3:23])[C:11]=1[S:18]([O-:21])(=[O:20])=[O:19]. The catalyst class is: 2. (4) Reactant: [CH3:1][NH:2][S:3]([C:6]1[CH:11]=[CH:10][CH:9]=[CH:8][C:7]=1[N+:12]([O-:14])=[O:13])(=[O:5])=[O:4].C1C=CC(P(C2C=CC=CC=2)C2C=CC=CC=2)=CC=1.[CH3:34][CH2:35][O:36][C:37](/N=N/[C:37]([O:36][CH2:35][CH3:34])=O)=O.O1C[C@@H]1CO. Product: [CH3:1][N:2]([CH2:34][C@H:35]1[CH2:37][O:36]1)[S:3]([C:6]1[CH:11]=[CH:10][CH:9]=[CH:8][C:7]=1[N+:12]([O-:14])=[O:13])(=[O:5])=[O:4]. The catalyst class is: 1. (5) Reactant: [CH3:1][O:2][C:3]1[CH:8]=[CH:7][C:6]([N:9]([C:36]2[CH:41]=[CH:40][C:39]([O:42][CH3:43])=[CH:38][CH:37]=2)[C:10]2[CH:15]=[CH:14][C:13]([N:16]([C:28]3[CH:33]=[CH:32][C:31]([O:34][CH3:35])=[CH:30][CH:29]=3)[C:17]3[CH:27]=[CH:26][C:20]([O:21][CH2:22][CH2:23][CH2:24][OH:25])=[CH:19][CH:18]=3)=[CH:12][CH:11]=2)=[CH:5][CH:4]=1.C(N(CC)CC)C.[CH3:51][S:52](Cl)(=[O:54])=[O:53]. Product: [CH3:51][S:52]([O:25][CH2:24][CH2:23][CH2:22][O:21][C:20]1[CH:26]=[CH:27][C:17]([N:16]([C:13]2[CH:12]=[CH:11][C:10]([N:9]([C:36]3[CH:37]=[CH:38][C:39]([O:42][CH3:43])=[CH:40][CH:41]=3)[C:6]3[CH:5]=[CH:4][C:3]([O:2][CH3:1])=[CH:8][CH:7]=3)=[CH:15][CH:14]=2)[C:28]2[CH:33]=[CH:32][C:31]([O:34][CH3:35])=[CH:30][CH:29]=2)=[CH:18][CH:19]=1)(=[O:54])=[O:53]. The catalyst class is: 277. (6) Reactant: C(O[CH:4]=[CH:5][C:6]([O:8][CH2:9][CH3:10])=[O:7])C.C1C(=O)N(Br)C(=O)C1.[NH2:19][C:20]([NH2:22])=[S:21].[NH4+].[OH-]. Product: [NH2:22][C:20]1[S:21][C:5]([C:6]([O:8][CH2:9][CH3:10])=[O:7])=[CH:4][N:19]=1. The catalyst class is: 127. (7) Reactant: C([CH2:4][O:5][C:6]1[CH:26]=[CH:25][CH:24]=[C:23]([OH:27])[C:7]=1[C:8](=O)[CH:9]=[CH:10][CH:11]1[CH:16]=[CH:15][C:14]([O:17][CH2:18][CH2:19][CH2:20][OH:21])=[CH:13][CH2:12]1)(O)=O.C([O-])(=O)C.[Na+].C(OC(=O)C)(=O)C.O. Product: [OH:27][C:23]1[C:7]2[C:8]([CH2:9][CH2:10][C:11]3[CH:12]=[CH:13][C:14]([O:17][CH2:18][CH2:19][CH2:20][OH:21])=[CH:15][CH:16]=3)=[CH:4][O:5][C:6]=2[CH:26]=[CH:25][CH:24]=1. The catalyst class is: 15.